Dataset: Reaction yield outcomes from USPTO patents with 853,638 reactions. Task: Predict the reaction yield, written as a fraction of the theoretical maximum amount of product (1.0 means a 100% yield; for example, 0.34 means a 34% yield). (1) The reactants are [C:1]([CH:3]([C:5]1[CH:6]=[C:7]([CH:12]=[CH:13][CH:14]=1)[C:8]([O:10][CH3:11])=[O:9])[CH3:4])#[N:2].C[O-].[Na+].Br[CH2:19][CH:20]1[CH2:22][CH2:21]1.[H-].[Na+]. The catalyst is C(#N)C.C(OCC)C. The product is [C:1]([C:3]([C:5]1[CH:6]=[C:7]([CH:12]=[CH:13][CH:14]=1)[C:8]([O:10][CH3:11])=[O:9])([CH3:4])[CH2:19][CH:20]1[CH2:22][CH2:21]1)#[N:2]. The yield is 0.0670. (2) The reactants are [CH2:1]([C:3]1[N:4]([C:28]2[CH:33]=[CH:32][C:31]([O:34][CH2:35][C:36]([OH:39])([CH3:38])[CH3:37])=[CH:30][CH:29]=2)[C:5](=[O:27])[C:6]([CH2:12][C:13]2[CH:18]=[CH:17][C:16]([C:19]3[C:20]([C:25]#[N:26])=[CH:21][CH:22]=[CH:23][CH:24]=3)=[CH:15][CH:14]=2)=[C:7]([CH2:9][CH2:10][CH3:11])[N:8]=1)[CH3:2].[H-].[Na+].[CH3:42]I. The catalyst is CN(C)C=O.C(OCC)(=O)C. The product is [CH2:1]([C:3]1[N:4]([C:28]2[CH:29]=[CH:30][C:31]([O:34][CH2:35][C:36]([O:39][CH3:42])([CH3:37])[CH3:38])=[CH:32][CH:33]=2)[C:5](=[O:27])[C:6]([CH2:12][C:13]2[CH:14]=[CH:15][C:16]([C:19]3[C:20]([C:25]#[N:26])=[CH:21][CH:22]=[CH:23][CH:24]=3)=[CH:17][CH:18]=2)=[C:7]([CH2:9][CH2:10][CH3:11])[N:8]=1)[CH3:2]. The yield is 0.290. (3) The reactants are Cl[CH2:2][CH2:3][C:4]([NH:6][C:7]1[CH:12]=[CH:11][C:10]([F:13])=[CH:9][CH:8]=1)=[O:5].[Al+3].[Cl-].[Cl-].[Cl-].Cl. The catalyst is O. The product is [F:13][C:10]1[CH:9]=[C:8]2[C:7](=[CH:12][CH:11]=1)[NH:6][C:4](=[O:5])[CH2:3][CH2:2]2. The yield is 0.850. (4) The reactants are [CH3:1][N:2]1[C:10]2[C:5](=[CH:6][CH:7]=[CH:8][CH:9]=2)[CH2:4][C:3]1=[O:11].Br[CH2:13][CH2:14][CH2:15]Br.[H-].[Na+].[Cl-].[NH4+]. The catalyst is O.CO.CN(C)C=O. The product is [CH3:1][N:2]1[C:10]2[C:5](=[CH:6][CH:7]=[CH:8][CH:9]=2)[C:4]2([CH2:15][CH2:14][CH2:13]2)[C:3]1=[O:11]. The yield is 0.290.